Dataset: Forward reaction prediction with 1.9M reactions from USPTO patents (1976-2016). Task: Predict the product of the given reaction. (1) Given the reactants C(O)(=O)C.[BH4-].[Na+].[NH2:7][C:8]1[CH:12]=[CH:11][S:10][C:9]=1[C:13]([O:15][CH3:16])=[O:14].CO[C:19]([CH3:21])=[CH2:20], predict the reaction product. The product is: [CH3:20][CH:19]([NH:7][C:8]1[CH:12]=[CH:11][S:10][C:9]=1[C:13]([O:15][CH3:16])=[O:14])[CH3:21]. (2) Given the reactants [CH3:1][N:2]1[C:6]([N+:7]([O-])=O)=[CH:5][C:4]([C:10]([O:12]C)=O)=[N:3]1.[F:14][C:15]([Si](C)(C)C)([F:17])[F:16].[F-].[Cs+], predict the reaction product. The product is: [NH2:7][C:6]1[N:2]([CH3:1])[N:3]=[C:4]([CH:10]([OH:12])[C:15]([F:17])([F:16])[F:14])[CH:5]=1. (3) Given the reactants [NH2:1][C:2]1[C:7]([C:8]2[N:29]([C:30]3[CH:35]=[CH:34][C:33]([C:36]4([NH:40]C(=O)OC(C)(C)C)[CH2:39][CH2:38][CH2:37]4)=[CH:32][CH:31]=3)[C:11]3=[N:12][C:13]([C:16]4[CH:21]=[CH:20][CH:19]=[C:18]([NH:22][C:23](=[O:28])[C:24]([OH:27])([CH3:26])[CH3:25])[CH:17]=4)=[CH:14][CH:15]=[C:10]3[N:9]=2)=[CH:6][CH:5]=[CH:4][N:3]=1.FC(F)(F)C(O)=O.[Cl:55]CCl, predict the reaction product. The product is: [ClH:55].[NH2:40][C:36]1([C:33]2[CH:34]=[CH:35][C:30]([N:29]3[C:11]4=[N:12][C:13]([C:16]5[CH:17]=[C:18]([NH:22][C:23](=[O:28])[C:24]([OH:27])([CH3:26])[CH3:25])[CH:19]=[CH:20][CH:21]=5)=[CH:14][CH:15]=[C:10]4[N:9]=[C:8]3[C:7]3[C:2]([NH2:1])=[N:3][CH:4]=[CH:5][CH:6]=3)=[CH:31][CH:32]=2)[CH2:37][CH2:38][CH2:39]1. (4) Given the reactants [C:1]([C:3]1[CH:4]=[C:5]([CH:7]=[CH:8][CH:9]=1)N)#[N:2].[ClH:10].N([O-])=O.[Na+].[S:15](=[O:17])=[O:16], predict the reaction product. The product is: [C:1]([C:3]1[CH:4]=[C:5]([S:15]([Cl:10])(=[O:17])=[O:16])[CH:7]=[CH:8][CH:9]=1)#[N:2]. (5) Given the reactants C([O:3][C:4](=[O:17])[C:5]1[CH:10]=[C:9]([CH3:11])[N:8]=[C:7]([CH:12]2[CH2:16][CH2:15][CH2:14][CH2:13]2)[CH:6]=1)C.[ClH:18], predict the reaction product. The product is: [ClH:18].[CH:12]1([C:7]2[CH:6]=[C:5]([CH:10]=[C:9]([CH3:11])[N:8]=2)[C:4]([OH:17])=[O:3])[CH2:13][CH2:14][CH2:15][CH2:16]1. (6) Given the reactants [C:1]1([C:7]2[C:8](=O)[CH:9]([C:24]3[CH:29]=[CH:28][CH:27]=[CH:26][CH:25]=3)[CH:10]([C:18]3[CH:23]=[CH:22][CH:21]=[CH:20][CH:19]=3)[C:11]=2[C:12]2[CH:17]=[CH:16][CH:15]=[CH:14][CH:13]=2)[CH:6]=[CH:5][CH:4]=[CH:3][CH:2]=1.C([C:33]1[CH:38]=[CH:37][C:36]([Li])=[CH:35][CH:34]=1)=C.Br[CH:41]=[CH:42]C1C=CC=CC=1, predict the reaction product. The product is: [C:1]1([C:7]2[CH:8]([C:33]3[CH:38]=[CH:37][CH:36]=[CH:35][CH:34]=3)[C:9]([C:24]3[CH:29]=[CH:28][CH:27]=[CH:26][CH:25]=3)=[C:10]([C:18]3[CH:23]=[CH:22][C:21]([CH:41]=[CH2:42])=[CH:20][CH:19]=3)[C:11]=2[C:12]2[CH:17]=[CH:16][CH:15]=[CH:14][CH:13]=2)[CH:6]=[CH:5][CH:4]=[CH:3][CH:2]=1. (7) Given the reactants [Cl:1][C:2]1[CH:7]=[CH:6][C:5]([NH:8][C:9]([C:11]2[CH:16]=[CH:15][N:14]=[C:13](Cl)[CH:12]=2)=[O:10])=[CH:4][C:3]=1[NH:18][C:19]([C:21]1[CH:26]=[CH:25][N:24]=[C:23](Cl)[CH:22]=1)=[O:20].[NH:28]1[CH2:33][CH2:32][O:31][CH2:30][CH2:29]1, predict the reaction product. The product is: [Cl:1][C:2]1[CH:7]=[CH:6][C:5]([NH:8][C:9]([C:11]2[CH:16]=[CH:15][N:14]=[C:13]([N:28]3[CH2:33][CH2:32][O:31][CH2:30][CH2:29]3)[CH:12]=2)=[O:10])=[CH:4][C:3]=1[NH:18][C:19]([C:21]1[CH:26]=[CH:25][N:24]=[C:23]([N:28]2[CH2:33][CH2:32][O:31][CH2:30][CH2:29]2)[CH:22]=1)=[O:20]. (8) Given the reactants Cl.[O:2]1[C:6]2[CH:7]=[CH:8][C:9]([C:11]3[S:19][C:18]4[C:17](=[O:20])[N:16]([CH:21]5[CH2:26][CH2:25][NH:24][CH2:23][CH2:22]5)[C:15](=[O:27])[N:14]([CH2:28][C:29]5[N:30]=[N:31][N:32]([CH2:34][CH3:35])[N:33]=5)[C:13]=4[CH:12]=3)=[CH:10][C:5]=2[O:4][CH2:3]1.[CH2:36]([O:38][C:39]1[C:48]([O:49][CH3:50])=[CH:47][C:46]2[C:45]([C:51]3[CH:52]=[C:53]([CH:57]=[CH:58][CH:59]=3)[C:54](O)=[O:55])=[N:44][C@@H:43]3[CH2:60][CH2:61][S:62][CH2:63][C@@H:42]3[C:41]=2[CH:40]=1)[CH3:37].CN(C(ON1N=NC2C=CC=CC1=2)=[N+](C)C)C.F[P-](F)(F)(F)(F)F.CCN(C(C)C)C(C)C, predict the reaction product. The product is: [O:2]1[C:6]2[CH:7]=[CH:8][C:9]([C:11]3[S:19][C:18]4[C:17](=[O:20])[N:16]([CH:21]5[CH2:22][CH2:23][N:24]([C:54]([C:53]6[CH:57]=[CH:58][CH:59]=[C:51]([C:45]7[C:46]8[CH:47]=[C:48]([O:49][CH3:50])[C:39]([O:38][CH2:36][CH3:37])=[CH:40][C:41]=8[C@H:42]8[CH2:63][S:62][CH2:61][CH2:60][C@H:43]8[N:44]=7)[CH:52]=6)=[O:55])[CH2:25][CH2:26]5)[C:15](=[O:27])[N:14]([CH2:28][C:29]5[N:30]=[N:31][N:32]([CH2:34][CH3:35])[N:33]=5)[C:13]=4[CH:12]=3)=[CH:10][C:5]=2[O:4][CH2:3]1. (9) The product is: [CH2:1]([O:3][C:4]([C:6]1[C:14]2[C:13](=[O:15])[CH2:12][CH2:11][CH2:10][C:9]=2[N:8]([C:16]([O:18][C:19]([CH3:22])([CH3:21])[CH3:20])=[O:17])[CH:7]=1)=[O:5])[CH3:2]. Given the reactants [CH2:1]([O:3][C:4]([C:6]1[C:14]2[C:13](=[O:15])[CH2:12][CH2:11][CH2:10][C:9]=2[NH:8][CH:7]=1)=[O:5])[CH3:2].[C:16](O[C:16]([O:18][C:19]([CH3:22])([CH3:21])[CH3:20])=[O:17])([O:18][C:19]([CH3:22])([CH3:21])[CH3:20])=[O:17].C([O-])([O-])=O.[K+].[K+].C(OCC)(=O)C, predict the reaction product.